This data is from Full USPTO retrosynthesis dataset with 1.9M reactions from patents (1976-2016). The task is: Predict the reactants needed to synthesize the given product. (1) Given the product [C:1]([O:5][C:6](=[O:19])[NH:7][CH2:8][C:9]([N:11]1[CH2:15][CH2:14][CH2:13][C@H:12]1[C:16]#[N:17])=[O:10])([CH3:4])([CH3:2])[CH3:3], predict the reactants needed to synthesize it. The reactants are: [C:1]([O:5][C:6](=[O:19])[NH:7][CH2:8][C:9]([N:11]1[CH2:15][CH2:14][CH2:13][C@H:12]1[C:16](=O)[NH2:17])=[O:10])([CH3:4])([CH3:3])[CH3:2].N1C=CN=C1.P(Cl)(Cl)(Cl)=O. (2) Given the product [CH2:5]([O:9][C:10]1[N:15]=[C:14]([CH3:16])[C:13]([C:17]([OH:19])=[O:18])=[CH:12][N:11]=1)[CH2:6][CH2:7][CH3:8], predict the reactants needed to synthesize it. The reactants are: CC(C)=O.[CH2:5]([O:9][C:10]1[N:15]=[C:14]([CH3:16])[C:13]([C:17]([O:19]CC)=[O:18])=[CH:12][N:11]=1)[CH2:6][CH2:7][CH3:8].[OH-].[Na+].